This data is from Catalyst prediction with 721,799 reactions and 888 catalyst types from USPTO. The task is: Predict which catalyst facilitates the given reaction. (1) Reactant: Br[C:2]1[C:7]([O:8][CH3:9])=[CH:6][C:5]([CH2:10][O:11][CH3:12])=[CH:4][C:3]=1[O:13][CH3:14].C([Li])CCC.CCCCCC.C[O:27][B:28]([O:31]C)[O:29]C.Cl. Product: [CH3:14][O:13][C:3]1[CH:4]=[C:5]([CH2:10][O:11][CH3:12])[CH:6]=[C:7]([O:8][CH3:9])[C:2]=1[O:27][B:28]([OH:31])[OH:29]. The catalyst class is: 7. (2) Reactant: [NH2:1][CH2:2][C@@:3]1([OH:11])[CH:8]2[CH2:9][CH2:10][N:5]([CH2:6][CH2:7]2)[CH2:4]1.Cl.CCN(C(C)C)C(C)C.C([O-])([O-])=O.[Cs+].[Cs+].[O:28]1[C:36]2[C:31](=[N:32][CH:33]=[CH:34][CH:35]=2)[N:30]=[C:29]1[N:37]=[C:38](SC)SC. Product: [O:28]1[C:36]2[C:31](=[N:32][CH:33]=[CH:34][CH:35]=2)[N:30]=[C:29]1[NH:37][C:38]1[O:11][C@:3]2([CH2:2][N:1]=1)[CH:8]1[CH2:7][CH2:6][N:5]([CH2:10][CH2:9]1)[CH2:4]2. The catalyst class is: 3. (3) Reactant: [ClH:1].[F:2][CH:3]([F:28])[CH2:4][N:5]1[CH2:10][C:9]2([CH2:15][CH2:14][N:13](C(OC(C)(C)C)=O)[CH2:12][CH2:11]2)[O:8][CH:7]([C:23]2[O:24][CH:25]=[CH:26][N:27]=2)[CH2:6]1. Product: [ClH:1].[F:28][CH:3]([F:2])[CH2:4][N:5]1[CH2:10][C:9]2([CH2:15][CH2:14][NH:13][CH2:12][CH2:11]2)[O:8][CH:7]([C:23]2[O:24][CH:25]=[CH:26][N:27]=2)[CH2:6]1. The catalyst class is: 2.